This data is from Experimentally validated miRNA-target interactions with 360,000+ pairs, plus equal number of negative samples. The task is: Binary Classification. Given a miRNA mature sequence and a target amino acid sequence, predict their likelihood of interaction. (1) The miRNA is mmu-miR-301b-3p with sequence CAGUGCAAUGGUAUUGUCAAAGC. The protein sequence of the target gene is MAASAKRKQEEKHLKMLRDMTGLPHNRKCFDCDQRGPTYVNMTVGSFVCTSCSGSLRGLNPPHRVKSISMTTFTQQEIEFLQKHGNEVCKQIWLGLFDDRSSAIPDFRDPQKVKEFLQEKYEKKRWYVPPEQAKVVASVHASISGSSASSTSSTPEVKPLKSLLGESAPALHLNKGTPSQSPVVGRSQGQQQEKKQFDLLSDLGSDIFAAPAPQSTATANFANFAHFNSHAAQNSANADFANFDAFGQSSGSSNFGGFPTASHSSFQPQTTGGSAGSVNANFAHFDNFPKSSSADFGTFS.... Result: 1 (interaction). (2) The miRNA is mmu-miR-504-5p with sequence AGACCCUGGUCUGCACUCUAUC. The protein sequence of the target gene is MAAAMIWWPRFLLLLCLTCKGSTFYVPGVAPINFHQNDPVEIKAVKLTSSRTQLPYEYYSLPFCQPIKITYKAENLGEVLRGDRIVNTPFQVLMNSEKKCEVLCNQSNKPITLTVEQSRLVAERITEEYYVHLIADNLPVATRLELYSSNRDSDDKKKEKDVQFEHGYRLGFTDVNKIYLHNHLSFILYYHREDMEEDQEHTYRVVRFEVIPQSIRLEDLKTGEKSSCTLPEGANSLPQEIDPTKENQLYFTYSVHWEESDIKWASRWDTYLTMSDVQIHWFSIINSVVVVFFLSGILSM.... Result: 0 (no interaction). (3) The miRNA is rno-miR-126a-5p with sequence CAUUAUUACUUUUGGUACGCG. The protein sequence of the target gene is MERFVVTAPPARNRSKTALYVTPLDRVTEFGGELHEDGGKLFCTSCNVVLNHVRKSAISDHLKSKTHTKRKAEFEEQNVRKKQRPLTASLQCNSTAQTEKVSVIQDFVKMCLEANIPLEKADHPAVRAFLSRHVKNGGSIPKSDQLRRAYLPDGYENENQLLNSQDC. Result: 0 (no interaction). (4) The miRNA is mmu-miR-7001-3p with sequence CGCUCACACUCCCUCUGCAG. The protein sequence of the target gene is MVRPQDTVAYEDLSEDYTQKKWKGLALSQRALHWNMMLENDRSMASLGRNMMESSELTPKQEIFKGSESSNSTSGGLFGVVPGGTETGDVCEDTFKELEGQPSNEEGSRLESDFLEIIDEDKKKSTKDRYEEYKEVEEHPPLSSSPVEHEGVLKGQKSYRCDECGKAFYWSSHLIGHRRIHTGEKPYECNECGKTFRQTSQLIVHLRTHTGEKPYECSECGKAYRHSSHLIQHQRLHNGEKPYKCNECAKAFNQSSKLFDHQRTHTGEKPYECKECGAAFSRSKNLVRHQFLHTGKKPYK.... Result: 0 (no interaction). (5) The miRNA is hsa-miR-510-3p with sequence AUUGAAACCUCUAAGAGUGGA. The protein sequence of the target gene is MWPPRFPPPRPGMSEETRQSKLAAAKKKLREYQQKNSPGVPAGAKKKKKIKNGHSPERTSASDCQSAENVPTDHTAPAPPSTAAATMFLGVVPSPDADLIQSHDAGNCSNLMEETKTFSSTESLRQLSQQLNGLVSESTSYINGEGLTSSNMKELESRYQELAVALDSSYVTNKQLSSTIEELKQQNQDTLDQLEKEKKDYQQKLAKEQGALREQLQVHIQTIGILVSEKAELQTALAHTQQAARQKAGESEDLASRLQSSRQRVGELERTLSTVSTQQKQADRYNKDLTKERDALKLEL.... Result: 0 (no interaction). (6) The miRNA is hsa-miR-221-3p with sequence AGCUACAUUGUCUGCUGGGUUUC. The protein sequence of the target gene is MSKRHRLDLGEDYPSGKKRAGTDGKDRDRDRDREDRSKDRDRERDRGDREREREKEKEKELRASTNAMLISAGLPPLKASHSAHSTHSAHSTHSTHSAHSTHAGHAGHTSLPQCINPFTNLPHTPRYYDILKKRLQLPVWEYKDRFTDILVRHQSFVLVGETGSGKTTQIPQWCVEYMRSLPGPKRGVACTQPRRVAAMSVAQRVADEMDVMLGQEVGYSIRFEDCSSAKTILKYMTDGMLLREAMNDPLLERYGVIILDEAHERTLATDILMGVLKEVVRQRSDLKVIVMSATLDAGKF.... Result: 1 (interaction).